Regression/Classification. Given a drug SMILES string, predict its absorption, distribution, metabolism, or excretion properties. Task type varies by dataset: regression for continuous measurements (e.g., permeability, clearance, half-life) or binary classification for categorical outcomes (e.g., BBB penetration, CYP inhibition). Dataset: cyp2c19_veith. From a dataset of CYP2C19 inhibition data for predicting drug metabolism from PubChem BioAssay. The molecule is CS(=O)(=O)O.OC(CCN1CCCCC1)(c1ccccc1)c1ccccc1. The result is 0 (non-inhibitor).